From a dataset of Forward reaction prediction with 1.9M reactions from USPTO patents (1976-2016). Predict the product of the given reaction. (1) Given the reactants [CH3:1][C:2]([C:4]([O:6][CH2:7][CH2:8][OH:9])=[O:5])=[CH2:3].[O:10]1[CH:15]=[CH:14][CH2:13][CH2:12][CH2:11]1.Cl.[OH-].[Na+], predict the reaction product. The product is: [O:10]1[CH2:11][CH2:12][CH2:13][CH2:14][CH:15]1[O:5][CH:4]1[CH2:2][CH2:3][CH2:8][CH2:7][O:6]1.[CH3:3][C:2]([C:4]([O:6][CH2:7][CH2:8][OH:9])=[O:5])=[CH2:1]. (2) The product is: [CH:15]1([N:20]2[CH2:25][CH2:24][CH:23]([O:26][C:27]3[CH:34]=[CH:33][C:30]([C:31]4[N:14]([CH3:13])[C:8](=[O:10])[C:7]5[CH:6]=[C:5]([O:11][CH3:12])[N:4]=[CH:3][C:2]=5[N:1]=4)=[CH:29][CH:28]=3)[CH2:22][CH2:21]2)[CH2:19][CH2:18][CH2:17][CH2:16]1. Given the reactants [NH2:1][C:2]1[C:7]([C:8]([OH:10])=O)=[CH:6][C:5]([O:11][CH3:12])=[N:4][CH:3]=1.[CH3:13][NH2:14].[CH:15]1([N:20]2[CH2:25][CH2:24][CH:23]([O:26][C:27]3[CH:34]=[CH:33][C:30]([CH:31]=O)=[CH:29][CH:28]=3)[CH2:22][CH2:21]2)[CH2:19][CH2:18][CH2:17][CH2:16]1, predict the reaction product. (3) Given the reactants [NH2:1][C:2]1[CH:15]=[C:14]([Cl:16])[C:13]([N+:17]([O-])=O)=[CH:12][C:3]=1[CH2:4][NH:5][C:6](=[O:11])[C:7]([CH3:10])([CH3:9])[CH3:8].O.NN, predict the reaction product. The product is: [NH2:1][C:2]1[CH:15]=[C:14]([Cl:16])[C:13]([NH2:17])=[CH:12][C:3]=1[CH2:4][NH:5][C:6](=[O:11])[C:7]([CH3:10])([CH3:9])[CH3:8]. (4) Given the reactants [C:1]([C:5]1[N:6]=[C:7]([N:16]2[CH2:20][CH2:19][C:18]([F:22])([F:21])[CH2:17]2)[C:8]2[C:9](=[N:11][N:12]([CH2:14][CH3:15])[N:13]=2)[N:10]=1)([CH3:4])([CH3:3])[CH3:2].C(C1N=C(N2CCC(F)(F)C2)C2N=NNC=2N=1)(C)(C)C.BrC[C:45]1[CH:50]=[CH:49][CH:48]=C[C:46]=1[S:51]([CH3:54])(=[O:53])=[O:52], predict the reaction product. The product is: [C:1]([C:5]1[N:6]=[C:7]([N:16]2[CH2:20][CH2:19][C:18]([F:21])([F:22])[CH2:17]2)[C:8]2[C:9](=[N:11][N:12]([CH2:14][C:15]3[CH:48]=[CH:49][CH:50]=[CH:45][C:46]=3[S:51]([CH3:54])(=[O:53])=[O:52])[N:13]=2)[N:10]=1)([CH3:2])([CH3:3])[CH3:4]. (5) Given the reactants [CH3:1][O:2][C:3]1[N:4](C2CCCCO2)[C:5]2[C:10]([N:11]=1)=[C:9]([NH2:12])[N:8]=[C:7]([NH:13][CH2:14][CH2:15][O:16][CH3:17])[N:6]=2.[F:24][C:25]([F:30])([F:29])[C:26]([OH:28])=[O:27].CO.C(Cl)(Cl)Cl, predict the reaction product. The product is: [F:24][C:25]([F:30])([F:29])[C:26]([OH:28])=[O:27].[CH3:1][O:2][C:3]1[NH:11][C:10]2[C:5](=[N:6][C:7]([NH:13][CH2:14][CH2:15][O:16][CH3:17])=[N:8][C:9]=2[NH2:12])[N:4]=1. (6) Given the reactants [NH2:1][C:2]1[C:3]([C:17]([NH2:19])=[O:18])=[N:4][C:5]2[C:10]([C:11]=1[C:12]([F:15])([F:14])[F:13])=[CH:9][C:8]([Cl:16])=[CH:7][CH:6]=2.[C:20](CC(=O)C)(=O)[CH3:21], predict the reaction product. The product is: [Cl:16][C:8]1[CH:7]=[CH:6][C:5]2[N:4]=[C:3]3[C:17](=[O:18])[NH:19][C:20]([CH3:21])=[N:1][C:2]3=[C:11]([C:12]([F:13])([F:15])[F:14])[C:10]=2[CH:9]=1.